This data is from Reaction yield outcomes from USPTO patents with 853,638 reactions. The task is: Predict the reaction yield, written as a fraction of the theoretical maximum amount of product (1.0 means a 100% yield; for example, 0.34 means a 34% yield). (1) The reactants are [Cl:1][C:2]1[S:3][C:4]([Cl:10])=[CH:5][C:6]=1[C:7](Cl)=[O:8].N1C=CC=CC=1.Cl.[CH3:18][NH:19][O:20][CH3:21]. The catalyst is C(Cl)Cl. The product is [Cl:1][C:2]1[S:3][C:4]([Cl:10])=[CH:5][C:6]=1[C:7]([N:19]([O:20][CH3:21])[CH3:18])=[O:8]. The yield is 0.910. (2) The reactants are [F:1][C:2]1[CH:3]=[CH:4][C:5]([N+:9]([O-:11])=[O:10])=[C:6]([OH:8])[CH:7]=1.C(=O)([O-])[O-].[K+].[K+].[CH2:18](Br)[C:19]1[CH:24]=[CH:23][CH:22]=[CH:21][CH:20]=1. The catalyst is CN(C)C=O. The product is [CH2:18]([O:8][C:6]1[CH:7]=[C:2]([F:1])[CH:3]=[CH:4][C:5]=1[N+:9]([O-:11])=[O:10])[C:19]1[CH:24]=[CH:23][CH:22]=[CH:21][CH:20]=1. The yield is 0.980. (3) The product is [CH:28]1([CH2:27][O:1][CH2:2][CH:3]2[CH2:6][CH:5]([N:7]3[CH2:8][CH2:9][CH:10]([N:13]4[C:18](=[O:19])[CH2:17][O:16][C@H:15]5[CH2:20][CH2:21][CH2:22][CH2:23][C@H:14]45)[CH2:11][CH2:12]3)[CH2:4]2)[CH2:31][CH2:30][CH2:29]1. The reactants are [OH:1][CH2:2][CH:3]1[CH2:6][CH:5]([N:7]2[CH2:12][CH2:11][CH:10]([N:13]3[C:18](=[O:19])[CH2:17][O:16][C@H:15]4[CH2:20][CH2:21][CH2:22][CH2:23][C@H:14]34)[CH2:9][CH2:8]2)[CH2:4]1.[H-].[Na+].Br[CH2:27][CH:28]1[CH2:31][CH2:30][CH2:29]1. The yield is 0.207. The catalyst is CN(C=O)C. (4) The reactants are [CH3:1][O:2][C:3]1[CH:4]=[C:5]([CH2:11][C:12]([O-:14])=O)[CH:6]=[C:7]([O:9][CH3:10])[CH:8]=1.[NH2:15][C:16]1[C:21]([CH:22]=O)=[CH:20][N:19]=[C:18]([S:24][CH3:25])[N:17]=1.[C:26](=O)([O-])[O-].[K+].[K+]. The catalyst is CN(C=O)C.O. The product is [CH3:10][O:9][C:7]1[CH:6]=[C:5]([C:11]2[C:12](=[O:14])[N:15]([CH3:26])[C:16]3[N:17]=[C:18]([S:24][CH3:25])[N:19]=[CH:20][C:21]=3[CH:22]=2)[CH:4]=[C:3]([O:2][CH3:1])[CH:8]=1. The yield is 0.830. (5) The reactants are [CH2:1]([O:8][C:9]1[CH:10]=[C:11]([C:16]2[N:21]=[C:20]([C:22]([O:24][CH3:25])=[O:23])[CH:19]=[CH:18][C:17]=2OS(C(F)(F)F)(=O)=O)[CH:12]=[CH:13][C:14]=1[Cl:15])[C:2]1[CH:7]=[CH:6][CH:5]=[CH:4][CH:3]=1.[NH:34]1[CH2:38][CH2:37][CH2:36][C:35]1=[O:39].C(=O)([O-])[O-].[Cs+].[Cs+].[NH4+].[Cl-]. The catalyst is O1CCOCC1.CCOCC.CCOC(C)=O.C1C=CC(/C=C/C(/C=C/C2C=CC=CC=2)=O)=CC=1.C1C=CC(/C=C/C(/C=C/C2C=CC=CC=2)=O)=CC=1.C1C=CC(/C=C/C(/C=C/C2C=CC=CC=2)=O)=CC=1.[Pd].[Pd].CC1(C)C2C(=C(P(C3C=CC=CC=3)C3C=CC=CC=3)C=CC=2)OC2C(P(C3C=CC=CC=3)C3C=CC=CC=3)=CC=CC1=2. The product is [CH2:1]([O:8][C:9]1[CH:10]=[C:11]([C:16]2[N:21]=[C:20]([C:22]([O:24][CH3:25])=[O:23])[CH:19]=[CH:18][C:17]=2[N:34]2[CH2:38][CH2:37][CH2:36][C:35]2=[O:39])[CH:12]=[CH:13][C:14]=1[Cl:15])[C:2]1[CH:7]=[CH:6][CH:5]=[CH:4][CH:3]=1. The yield is 0.670. (6) The reactants are [CH3:1][O:2][C:3]1[CH:4]=[C:5]([SH:9])[CH:6]=[CH:7][CH:8]=1.C(=O)([O-])[O-].[K+].[K+].[C:16]([C:18]1[CH:19]=[C:20]([S:25]([N:28]([CH2:34][C:35]2[CH:40]=[CH:39][C:38]([O:41][CH3:42])=[CH:37][C:36]=2[O:43][CH3:44])[C:29]2[S:33][N:32]=[CH:31][N:30]=2)(=[O:27])=[O:26])[CH:21]=[CH:22][C:23]=1F)#[N:17]. The catalyst is CS(C)=O. The product is [C:16]([C:18]1[CH:19]=[C:20]([S:25]([N:28]([CH2:34][C:35]2[CH:40]=[CH:39][C:38]([O:41][CH3:42])=[CH:37][C:36]=2[O:43][CH3:44])[C:29]2[S:33][N:32]=[CH:31][N:30]=2)(=[O:27])=[O:26])[CH:21]=[CH:22][C:23]=1[S:9][C:5]1[CH:6]=[CH:7][CH:8]=[C:3]([O:2][CH3:1])[CH:4]=1)#[N:17]. The yield is 0.640.